From a dataset of Forward reaction prediction with 1.9M reactions from USPTO patents (1976-2016). Predict the product of the given reaction. (1) Given the reactants [C:1]([O:5][C:6]([N:8]1[CH2:13][CH:12]=[C:11]([C:14]2[N:19]3[CH:20]=[N:21][N:22]=[C:18]3[C:17]([C:23]3[CH:28]=[CH:27][CH:26]=[C:25]([C:29]([F:32])([F:31])[F:30])[CH:24]=3)=[C:16]([C:33]3[CH:38]=[CH:37][N:36]=[C:35](Cl)[CH:34]=3)[N:15]=2)[CH2:10][CH2:9]1)=[O:7])([CH3:4])([CH3:3])[CH3:2].[CH3:40][C@H:41]([NH2:48])[C:42]1[CH:47]=[CH:46][CH:45]=[CH:44][CH:43]=1.C1C=CC(P(C2C(C3C(P(C4C=CC=CC=4)C4C=CC=CC=4)=CC=C4C=3C=CC=C4)=C3C(C=CC=C3)=CC=2)C2C=CC=CC=2)=CC=1.CC(C)([O-])C.[Na+], predict the reaction product. The product is: [C:1]([O:5][C:6]([N:8]1[CH2:13][CH:12]=[C:11]([C:14]2[N:19]3[CH:20]=[N:21][N:22]=[C:18]3[C:17]([C:23]3[CH:28]=[CH:27][CH:26]=[C:25]([C:29]([F:32])([F:31])[F:30])[CH:24]=3)=[C:16]([C:33]3[CH:38]=[CH:37][N:36]=[C:35]([NH:48][C@H:41]([C:42]4[CH:47]=[CH:46][CH:45]=[CH:44][CH:43]=4)[CH3:40])[CH:34]=3)[N:15]=2)[CH2:10][CH2:9]1)=[O:7])([CH3:4])([CH3:3])[CH3:2]. (2) Given the reactants [N+:1]([C:4]1[CH:5]=[C:6]([C:11]2[O:12][C:13]3[CH:19]=[C:18]([CH3:20])[CH:17]=[CH:16][C:14]=3[N:15]=2)[C:7](F)=[CH:8][CH:9]=1)([O-:3])=[O:2].[CH2:21]([NH2:24])[CH2:22][CH3:23], predict the reaction product. The product is: [N+:1]([C:4]1[CH:5]=[C:6]([C:11]2[O:12][C:13]3[CH:19]=[C:18]([CH3:20])[CH:17]=[CH:16][C:14]=3[N:15]=2)[CH:7]=[CH:8][C:9]=1[NH:24][CH2:21][CH2:22][CH3:23])([O-:3])=[O:2]. (3) Given the reactants C(OC([N:8]1[CH2:13][CH2:12][O:11][CH:10]([C:14]2[CH:19]=[CH:18][C:17]([NH:20][C:21]3[N:26]=[CH:25][C:24]([O:27][CH2:28][CH3:29])=[CH:23][N:22]=3)=[C:16]([F:30])[CH:15]=2)[CH2:9]1)=O)(C)(C)C.FC(F)(F)C(O)=O.CCOC(C)=O, predict the reaction product. The product is: [CH2:28]([O:27][C:24]1[CH:23]=[N:22][C:21]([NH:20][C:17]2[CH:18]=[CH:19][C:14]([CH:10]3[O:11][CH2:12][CH2:13][NH:8][CH2:9]3)=[CH:15][C:16]=2[F:30])=[N:26][CH:25]=1)[CH3:29]. (4) Given the reactants [C:1]12([CH:11]([OH:24])[CH2:12][NH:13][C:14]3[C:15]4[CH2:23][CH2:22][NH:21][CH2:20][C:16]=4[N:17]=[CH:18][N:19]=3)[CH2:10][CH:5]3[CH2:6][CH:7]([CH2:9][CH:3]([CH2:4]3)[CH2:2]1)[CH2:8]2.[C:25](Cl)(=[O:32])[C:26]1[CH:31]=[CH:30][CH:29]=[CH:28][CH:27]=1.C(N(C(C)C)CC)(C)C, predict the reaction product. The product is: [C:1]12([CH:11]([OH:24])[CH2:12][NH:13][C:14]3[C:15]4[CH2:23][CH2:22][N:21]([C:25]([C:26]5[CH:31]=[CH:30][CH:29]=[CH:28][CH:27]=5)=[O:32])[CH2:20][C:16]=4[N:17]=[CH:18][N:19]=3)[CH2:2][CH:3]3[CH2:4][CH:5]([CH2:6][CH:7]([CH2:9]3)[CH2:8]1)[CH2:10]2. (5) The product is: [ClH:29].[NH2:9][C:7]1[CH:6]=[CH:5][C:4]([C:12]2[N:16]3[CH:17]=[C:18]([C:21]4[CH:26]=[CH:25][C:24]([O:27][CH3:28])=[CH:23][CH:22]=4)[CH:19]=[CH:20][C:15]3=[N:14][N:13]=2)=[C:3]([O:2][CH3:1])[CH:8]=1. Given the reactants [CH3:1][O:2][C:3]1[CH:8]=[C:7]([N+:9]([O-])=O)[CH:6]=[CH:5][C:4]=1[C:12]1[N:16]2[CH:17]=[C:18]([C:21]3[CH:26]=[CH:25][C:24]([O:27][CH3:28])=[CH:23][CH:22]=3)[CH:19]=[CH:20][C:15]2=[N:14][N:13]=1.[Cl:29][Sn]Cl.C([O-])([O-])=O.[Na+].[Na+].Cl, predict the reaction product. (6) Given the reactants C[O:2][C:3](=O)[C:4]1[CH:9]=[CH:8][N:7]=[C:6]([N:10]2[CH2:15][CH2:14][N:13]([C:16](=[O:28])[C:17]3[CH:22]=[C:21]([F:23])[CH:20]=[CH:19][C:18]=3[C:24]([F:27])([F:26])[F:25])[CH2:12][CH2:11]2)[CH:5]=1.[CH:30]1([CH2:33][CH2:34][CH2:35][NH2:36])[CH2:32][CH2:31]1.C(N(CC)CC)C.[C-]#N.[Na+], predict the reaction product. The product is: [CH:30]1([CH2:33][CH2:34][CH2:35][NH:36][C:3](=[O:2])[C:4]2[CH:9]=[CH:8][N:7]=[C:6]([N:10]3[CH2:15][CH2:14][N:13]([C:16](=[O:28])[C:17]4[CH:22]=[C:21]([F:23])[CH:20]=[CH:19][C:18]=4[C:24]([F:25])([F:27])[F:26])[CH2:12][CH2:11]3)[CH:5]=2)[CH2:32][CH2:31]1.